Dataset: Forward reaction prediction with 1.9M reactions from USPTO patents (1976-2016). Task: Predict the product of the given reaction. (1) Given the reactants [CH3:1][O:2][CH2:3][CH2:4][O:5][CH2:6][CH2:7][N:8]1[C:20]2[CH:19]=[CH:18][C:17]([CH:21]=O)=[CH:16][C:15]=2[C:14]2[C:9]1=[CH:10][CH:11]=[CH:12][CH:13]=2.[I-:23].[CH3:24][N+:25]1[C:34]2[C:29](=[CH:30][CH:31]=[CH:32][CH:33]=2)[C:28]([CH3:35])=[CH:27][CH:26]=1.N1CCCCC1, predict the reaction product. The product is: [I-:23].[CH3:1][O:2][CH2:3][CH2:4][O:5][CH2:6][CH2:7][N:8]1[C:20]2[CH:19]=[CH:18][C:17](/[CH:21]=[CH:35]/[C:28]3[C:29]4[C:34](=[CH:33][CH:32]=[CH:31][CH:30]=4)[N+:25]([CH3:24])=[CH:26][CH:27]=3)=[CH:16][C:15]=2[C:14]2[C:9]1=[CH:10][CH:11]=[CH:12][CH:13]=2. (2) Given the reactants [CH2:1]([NH2:4])[C:2]#[CH:3].[CH2:5]([O:12][C:13](Cl)=[O:14])[C:6]1[CH:11]=[CH:10][CH:9]=[CH:8][CH:7]=1, predict the reaction product. The product is: [CH2:5]([O:12][C:13](=[O:14])[NH:4][CH2:1][C:2]#[CH:3])[C:6]1[CH:11]=[CH:10][CH:9]=[CH:8][CH:7]=1.